Dataset: Catalyst prediction with 721,799 reactions and 888 catalyst types from USPTO. Task: Predict which catalyst facilitates the given reaction. Reactant: C([N:8]1[CH2:13][CH2:12][N:11]([C:14]2[CH:15]=[CH:16][CH:17]=[C:18]3[C:23]=2[N:22]=[CH:21][CH:20]=[CH:19]3)[CH2:10][CH2:9]1)C1C=CC=CC=1.ClC(OC=C)=O. Product: [N:11]1([C:14]2[CH:15]=[CH:16][CH:17]=[C:18]3[C:23]=2[N:22]=[CH:21][CH:20]=[CH:19]3)[CH2:12][CH2:13][NH:8][CH2:9][CH2:10]1. The catalyst class is: 2.